From a dataset of Forward reaction prediction with 1.9M reactions from USPTO patents (1976-2016). Predict the product of the given reaction. (1) Given the reactants [Br:1][C:2]1[CH:3]=[C:4]2[C:8](=[CH:9][CH:10]=1)[CH:7]([C:11](=[CH2:17])[C:12]([O:14]CC)=[O:13])[CH2:6][CH2:5]2.[OH-].[Na+], predict the reaction product. The product is: [Br:1][C:2]1[CH:3]=[C:4]2[C:8](=[CH:9][CH:10]=1)[CH:7]([C:11](=[CH2:17])[C:12]([OH:14])=[O:13])[CH2:6][CH2:5]2. (2) Given the reactants [OH-].[Li+].[Br:3][C:4]1[CH:5]=[C:6]([CH2:23][C:24]([NH:26][C@@H:27]([CH2:32][C:33]2[CH:38]=[CH:37][CH:36]=[CH:35][CH:34]=2)[C:28]([O:30]C)=[O:29])=[O:25])[CH:7]=[C:8]([Br:22])[C:9]=1[O:10][CH2:11][C:12]1[CH:17]=[C:16]([NH:18][CH2:19][CH3:20])[CH:15]=[C:14]([Cl:21])[CH:13]=1, predict the reaction product. The product is: [Br:3][C:4]1[CH:5]=[C:6]([CH2:23][C:24]([NH:26][C@@H:27]([CH2:32][C:33]2[CH:34]=[CH:35][CH:36]=[CH:37][CH:38]=2)[C:28]([OH:30])=[O:29])=[O:25])[CH:7]=[C:8]([Br:22])[C:9]=1[O:10][CH2:11][C:12]1[CH:17]=[C:16]([NH:18][CH2:19][CH3:20])[CH:15]=[C:14]([Cl:21])[CH:13]=1. (3) Given the reactants [Br:1][C:2]1[N:3]=[CH:4][NH:5][C:6]=1[C:7]([O:9][CH2:10][CH3:11])=[O:8].[H-].[Na+].Cl[CH2:15][O:16][CH2:17][CH2:18][Si:19]([CH3:22])([CH3:21])[CH3:20], predict the reaction product. The product is: [Br:1][C:2]1[N:3]=[CH:4][N:5]([CH2:15][O:16][CH2:17][CH2:18][Si:19]([CH3:22])([CH3:21])[CH3:20])[C:6]=1[C:7]([O:9][CH2:10][CH3:11])=[O:8]. (4) The product is: [CH2:1]([O:3][C:4](=[O:16])[C:5]([CH3:15])([CH3:14])[C:6]1[CH:11]=[CH:10][CH:9]=[C:8]([C:12]#[N:18])[CH:7]=1)[CH3:2]. Given the reactants [CH2:1]([O:3][C:4](=[O:16])[C:5]([CH3:15])([CH3:14])[C:6]1[CH:11]=[CH:10][CH:9]=[C:8]([CH:12]=O)[CH:7]=1)[CH3:2].Cl.[NH2:18]O.C([O-])(=O)C.[Na+], predict the reaction product.